From a dataset of Full USPTO retrosynthesis dataset with 1.9M reactions from patents (1976-2016). Predict the reactants needed to synthesize the given product. (1) Given the product [CH3:25][N:2]([CH3:1])[C@H:6]1[CH2:15][CH2:14][C:13]2[C:12]([NH:16][C:17](=[O:22])[C:18]([OH:21])([CH3:20])[CH3:19])=[CH:11][CH:10]=[CH:9][C:8]=2[CH2:7]1, predict the reactants needed to synthesize it. The reactants are: [C:1]([BH3-])#[N:2].[Na+].N[C@H:6]1[CH2:15][CH2:14][C:13]2[C:12]([NH:16][C:17](=[O:22])[C:18]([OH:21])([CH3:20])[CH3:19])=[CH:11][CH:10]=[CH:9][C:8]=2[CH2:7]1.C=O.[CH3:25]C(O)=O. (2) Given the product [Cl:43][C:42]1[CH:41]=[CH:40][CH:39]=[C:38]([Cl:44])[C:37]=1[NH:36][C:29]1[CH:28]=[CH:27][CH:26]=[CH:31][C:30]=1[CH2:32][C:33]([O-:35])=[O:34].[CH2:15]([N+:12]([CH2:2][CH2:3][CH2:4][CH2:5][CH2:6][CH2:7][CH2:8][CH2:9][CH2:10][CH3:11])([CH3:14])[CH3:13])[CH2:16][CH2:17][CH2:18][CH2:19][CH2:20][CH2:21][CH2:22][CH2:23][CH3:24], predict the reactants needed to synthesize it. The reactants are: [Cl-].[CH2:2]([N+:12]([CH2:15][CH2:16][CH2:17][CH2:18][CH2:19][CH2:20][CH2:21][CH2:22][CH2:23][CH3:24])([CH3:14])[CH3:13])[CH2:3][CH2:4][CH2:5][CH2:6][CH2:7][CH2:8][CH2:9][CH2:10][CH3:11].O.[CH:26]1[CH:31]=[C:30]([CH2:32][C:33]([O-:35])=[O:34])[C:29]([NH:36][C:37]2[C:42]([Cl:43])=[CH:41][CH:40]=[CH:39][C:38]=2[Cl:44])=[CH:28][CH:27]=1.[Na+].